From a dataset of Catalyst prediction with 721,799 reactions and 888 catalyst types from USPTO. Predict which catalyst facilitates the given reaction. Product: [OH:23][C:20]([C:17]1[CH:18]=[CH:19][C:14]([C:13]([NH:12][C:4]2[CH:3]=[C:2]([N:38]3[CH2:39][CH2:40][CH2:41][C@@H:36]([C:34]([NH:33][CH3:32])=[O:35])[CH2:37]3)[N:7]3[N:8]=[CH:9][CH:10]=[C:6]3[N:5]=2)=[O:24])=[CH:15][CH:16]=1)([CH3:21])[CH3:22]. Reactant: Cl[C:2]1[N:7]2[N:8]=[C:9](C)[CH:10]=[C:6]2[N:5]=[C:4]([NH:12][C:13](=[O:24])[C:14]2[CH:19]=[CH:18][C:17]([C:20]([OH:23])([CH3:22])[CH3:21])=[CH:16][CH:15]=2)[CH:3]=1.FC(F)(F)C(O)=O.[CH3:32][NH:33][C:34]([C@@H:36]1[CH2:41][CH2:40][CH2:39][NH:38][CH2:37]1)=[O:35].C(N(C(C)C)CC)(C)C. The catalyst class is: 37.